From a dataset of Reaction yield outcomes from USPTO patents with 853,638 reactions. Predict the reaction yield, written as a fraction of the theoretical maximum amount of product (1.0 means a 100% yield; for example, 0.34 means a 34% yield). (1) The reactants are [Br:1][C:2]1[C:7]([N+:8]([O-:10])=[O:9])=[C:6]([NH:11][C:12](=[O:16])[O:13][CH2:14][CH3:15])[CH:5]=[C:4]([Br:17])[N:3]=1.C(N(CC)CC)C.Br[CH2:26][C:27]1[CH:41]=[CH:40][C:30]([CH2:31][P:32](=[O:39])([O:36][CH2:37][CH3:38])[O:33][CH2:34][CH3:35])=[CH:29][CH:28]=1. The catalyst is C(#N)C. The product is [Br:1][C:2]1[C:7]([N+:8]([O-:10])=[O:9])=[C:6]([N:11]([CH2:26][C:27]2[CH:28]=[CH:29][C:30]([CH2:31][P:32]([O:36][CH2:37][CH3:38])([O:33][CH2:34][CH3:35])=[O:39])=[CH:40][CH:41]=2)[C:12](=[O:16])[O:13][CH2:14][CH3:15])[CH:5]=[C:4]([Br:17])[N:3]=1. The yield is 0.380. (2) The reactants are Cl[C:2]1[CH:7]=[C:6]([C:8](C)(C)[C:9]([O:11][CH2:12][CH3:13])=[O:10])[CH:5]=[CH:4][N:3]=1.C([NH:20][C:21](=[O:23])[O-:22])(C)(C)C.[CH3:24][C:25]1(C)[C:51]2C(=C(P(C3C=CC=CC=3)C3C=CC=CC=3)C=CC=2)OC2C(P(C3C=CC=CC=3)C3C=CC=CC=3)=CC=C[C:26]1=2.C(=O)([O-])[O-].[Cs+].[Cs+]. The catalyst is C1COCC1.C1C=CC(/C=C/C(/C=C/C2C=CC=CC=2)=O)=CC=1.C1C=CC(/C=C/C(/C=C/C2C=CC=CC=2)=O)=CC=1.C1C=CC(/C=C/C(/C=C/C2C=CC=CC=2)=O)=CC=1.[Pd].[Pd]. The product is [C:25]([O:22][C:21]([NH:20][C:2]1[CH:7]=[C:6]([CH2:8][C:9]([O:11][CH2:12][CH3:13])=[O:10])[CH:5]=[CH:4][N:3]=1)=[O:23])([CH3:51])([CH3:26])[CH3:24]. The yield is 0.370.